This data is from Catalyst prediction with 721,799 reactions and 888 catalyst types from USPTO. The task is: Predict which catalyst facilitates the given reaction. (1) Reactant: Br[C:2]1[CH:11]=[C:10]2[C:5]([C:6](=[O:26])[C:7]3[C:17](=[O:18])[N:16](C(OC(C)(C)C)=O)[S:15][C:8]=3[N:9]2[CH:12]2[CH2:14][CH2:13]2)=[CH:4][C:3]=1[F:27].C(OC([C:33]1[C:42](=O)[C:41]2[C:36](=[CH:37]C(Br)=C(F)C=2)[N:35](C2CC2)[C:34]=1SC)=O)C.[C:51]([O-])(O)=O.[Na+]. Product: [CH:12]1([N:9]2[C:10]3[C:5](=[CH:4][C:3]([F:27])=[C:2]([C:42]4[CH:33]=[C:34]([CH3:51])[N:35]=[C:36]([CH3:37])[CH:41]=4)[CH:11]=3)[C:6](=[O:26])[C:7]3[C:17](=[O:18])[NH:16][S:15][C:8]2=3)[CH2:14][CH2:13]1. The catalyst class is: 455. (2) Reactant: [F:1][C:2]1[CH:7]=[CH:6][C:5]([C:8]2[NH:9][C:10]([C:13]([O:15][CH3:16])=[O:14])=[CH:11][N:12]=2)=[CH:4][CH:3]=1.CC(C)([O-])C.[K+].C[N:24](C=O)C.NOP(=O)(C1C=CC=CC=1)C1C=CC=CC=1. Product: [NH2:24][N:9]1[C:10]([C:13]([O:15][CH3:16])=[O:14])=[CH:11][N:12]=[C:8]1[C:5]1[CH:4]=[CH:3][C:2]([F:1])=[CH:7][CH:6]=1. The catalyst class is: 6. (3) Reactant: Cl.[NH2:2][O:3][CH2:4][C:5]([OH:7])=[O:6].[NH2:2][O:3][CH2:4][C:5]([OH:7])=[O:6].[CH3:14][C:15]([CH3:17])=O. Product: [CH3:14][C:15](=[N:2][O:3][CH2:4][C:5]([OH:7])=[O:6])[CH3:17]. The catalyst class is: 4. (4) The catalyst class is: 10. Product: [F:1][C:2]1[CH:3]=[C:4]([CH:14]=[CH:15][CH:16]=1)[CH2:5][N:6]1[CH:11]=[CH:10][C:9]([O:12][CH2:18][CH2:19][C:20]2[CH:25]=[CH:24][CH:23]=[CH:22][CH:21]=2)=[CH:8][C:7]1=[O:13]. Reactant: [F:1][C:2]1[CH:3]=[C:4]([CH:14]=[CH:15][CH:16]=1)[CH2:5][N:6]1[CH:11]=[CH:10][C:9]([OH:12])=[CH:8][C:7]1=[O:13].Br[CH2:18][CH2:19][C:20]1[CH:25]=[CH:24][CH:23]=[CH:22][CH:21]=1. (5) Reactant: [CH3:1][C:2](=[O:7])[CH2:3][C:4](=[O:6])[CH3:5].[C:8]1([CH2:14][CH2:15][CH2:16]I)[CH:13]=[CH:12][CH:11]=[CH:10][CH:9]=1.C(=O)([O-])[O-].[K+].[K+]. Product: [C:8]1([CH2:14][CH2:15][CH2:16][CH:3]([C:2](=[O:7])[CH3:1])[C:4](=[O:6])[CH3:5])[CH:13]=[CH:12][CH:11]=[CH:10][CH:9]=1. The catalyst class is: 21. (6) Reactant: [CH2:1]([O:8][C:9]1[CH:14]=[CH:13][C:12]([F:15])=[CH:11][C:10]=1[CH:16](OS(C)(=O)=O)[C:17]1[CH:28]=[CH:27][CH:26]=[CH:25][C:18]=1[CH2:19]OS(C)(=O)=O)[C:2]1[CH:7]=[CH:6][CH:5]=[CH:4][CH:3]=1.[CH2:34]([NH2:41])[C:35]1[CH:40]=[CH:39][CH:38]=[CH:37][CH:36]=1.CCN(C(C)C)C(C)C. Product: [CH2:34]([N:41]1[CH2:19][C:18]2[C:17](=[CH:28][CH:27]=[CH:26][CH:25]=2)[CH:16]1[C:10]1[CH:11]=[C:12]([F:15])[CH:13]=[CH:14][C:9]=1[O:8][CH2:1][C:2]1[CH:7]=[CH:6][CH:5]=[CH:4][CH:3]=1)[C:35]1[CH:40]=[CH:39][CH:38]=[CH:37][CH:36]=1. The catalyst class is: 3.